This data is from Reaction yield outcomes from USPTO patents with 853,638 reactions. The task is: Predict the reaction yield, written as a fraction of the theoretical maximum amount of product (1.0 means a 100% yield; for example, 0.34 means a 34% yield). The reactants are C([O:3][CH:4](OCC)[C:5]1[CH:10]=[CH:9][C:8]([CH2:11][N:12]([CH3:14])[CH3:13])=[CH:7][CH:6]=1)C. The catalyst is Cl. The product is [CH3:14][N:12]([CH2:11][C:8]1[CH:7]=[CH:6][C:5]([CH:4]=[O:3])=[CH:10][CH:9]=1)[CH3:13]. The yield is 0.820.